This data is from Reaction yield outcomes from USPTO patents with 853,638 reactions. The task is: Predict the reaction yield, written as a fraction of the theoretical maximum amount of product (1.0 means a 100% yield; for example, 0.34 means a 34% yield). (1) The reactants are [Cl:1][C:2]1[CH:3]=[CH:4][C:5]([O:11]C)=[C:6]([B:8]([OH:10])[OH:9])[CH:7]=1. The catalyst is ClCCl. The product is [Cl:1][C:2]1[CH:3]=[CH:4][C:5]([OH:11])=[C:6]([B:8]([OH:9])[OH:10])[CH:7]=1. The yield is 0.970. (2) The reactants are [F:1][C:2]1[C:3]([F:12])=[CH:4][C:5]2[S:9][C:8]([NH2:10])=[N:7][C:6]=2[CH:11]=1.[F:13][C:14]1[CH:15]=[CH:16][C:17]([CH3:23])=[C:18]([CH:22]=1)[C:19](Cl)=[O:20].Br[CH:25]([CH2:30][CH3:31])[C:26]([O:28]C)=[O:27].COC1C=CC2N=C(N)SC=2C=1.ClC1C=C(C=CC=1)C(Cl)=O.BrCC(OCC)=O. No catalyst specified. The product is [F:1][C:2]1[C:3]([F:12])=[CH:4][C:5]2[S:9][C:8](=[N:10][C:19](=[O:20])[C:18]3[CH:22]=[C:14]([F:13])[CH:15]=[CH:16][C:17]=3[CH3:23])[N:7]([CH:25]([CH2:30][CH3:31])[C:26]([OH:28])=[O:27])[C:6]=2[CH:11]=1. The yield is 0.230. (3) The reactants are [C:1]([C:5]1[CH:10]=[CH:9][C:8]([C:11]([CH3:13])=[CH2:12])=[CH:7][N:6]=1)([CH3:4])([CH3:3])[CH3:2].CN1C=CN=C1.[N+](=C[C:23]([O:25][CH2:26][CH3:27])=[O:24])=[N-]. The catalyst is C1(C)C=CC=CC=1. The product is [C:1]([C:5]1[N:6]=[CH:7][C:8]([CH:11]2[CH2:13][CH:12]2[C:23]([O:25][CH2:26][CH3:27])=[O:24])=[CH:9][CH:10]=1)([CH3:4])([CH3:3])[CH3:2]. The yield is 0.390. (4) No catalyst specified. The yield is 0.560. The reactants are [NH2:1][C:2]1[C:11]2[C:6](=[C:7](I)[C:8]([F:12])=[CH:9][CH:10]=2)[N:5]=[N:4][C:3]=1[C:14]([NH:16][CH:17]1[CH2:19][CH2:18]1)=[O:15].[F:20][C:21]1[C:26]([O:27][CH3:28])=[CH:25][CH:24]=[CH:23][C:22]=1B(O)O. The product is [NH2:1][C:2]1[C:11]2[C:6](=[C:7]([C:22]3[CH:23]=[CH:24][CH:25]=[C:26]([O:27][CH3:28])[C:21]=3[F:20])[C:8]([F:12])=[CH:9][CH:10]=2)[N:5]=[N:4][C:3]=1[C:14]([NH:16][CH:17]1[CH2:19][CH2:18]1)=[O:15]. (5) The catalyst is C1COCC1. The product is [OH:2][CH2:3][C:5]1[CH:10]=[CH:9][C:8]([C:11]2[C:12]3[NH:16][C:15]([C:17]([C:54]4[C:59]([CH3:60])=[CH:58][C:57]([CH3:61])=[CH:56][C:55]=4[CH3:62])=[C:18]4[N:53]=[C:21]([C:22]([C:43]5[CH:48]=[CH:47][C:46]([CH2:49][OH:50])=[CH:45][CH:44]=5)=[C:23]5[NH:42][C:26](=[C:27]([C:33]6[C:34]([CH3:41])=[CH:35][C:36]([CH3:40])=[CH:37][C:38]=6[CH3:39])[C:28]6[CH:29]=[CH:30][C:31]=2[N:32]=6)[CH:25]=[CH:24]5)[CH:20]=[CH:19]4)=[CH:14][CH:13]=3)=[CH:7][CH:6]=1. The reactants are C[O:2][C:3]([C:5]1[CH:10]=[CH:9][C:8]([C:11]2[C:12]3[NH:16][C:15]([C:17]([C:54]4[C:59]([CH3:60])=[CH:58][C:57]([CH3:61])=[CH:56][C:55]=4[CH3:62])=[C:18]4[N:53]=[C:21]([C:22]([C:43]5[CH:48]=[CH:47][C:46]([C:49](OC)=[O:50])=[CH:45][CH:44]=5)=[C:23]5[NH:42][C:26](=[C:27]([C:33]6[C:38]([CH3:39])=[CH:37][C:36]([CH3:40])=[CH:35][C:34]=6[CH3:41])[C:28]6[CH:29]=[CH:30][C:31]=2[N:32]=6)[CH:25]=[CH:24]5)[CH:20]=[CH:19]4)=[CH:14][CH:13]=3)=[CH:7][CH:6]=1)=O.[H-].[H-].[H-].[H-].[Li+].[Al+3]. The yield is 0.890. (6) The yield is 0.620. The catalyst is C1COCC1.O. The reactants are C[O:2][C:3](=[O:47])[C@@H:4]([NH:16][C:17]([C:19]1[C:20]([CH3:46])=[N:21][C:22]([NH:26][CH2:27][CH2:28][CH2:29][C:30]2[CH:35]=[CH:34][CH:33]=[C:32](C3C=CC=CC=3)[C:31]=2OC(=O)N)=[N:23][C:24]=1[CH3:25])=O)[CH2:5][NH:6][C:7]([NH:9][C:10]1[CH:15]=[CH:14][CH:13]=[CH:12][CH:11]=1)=[O:8].[OH2:48].[OH-:49].[Li+].S([O-])(O)(=O)=O.[K+]. The product is [OH:48][C:34]1[CH:35]=[C:30]([CH2:29][CH2:28][CH2:27][NH:26][C:22]2[N:23]=[C:24]([CH3:25])[C:19]([C:17]([NH:16][C@@H:4]([CH2:5][NH:6][C:7]([NH:9][C:10]3[CH:15]=[CH:14][CH:13]=[CH:12][CH:11]=3)=[O:8])[C:3]([OH:47])=[O:2])=[O:49])=[C:20]([CH3:46])[N:21]=2)[CH:31]=[CH:32][CH:33]=1. (7) The reactants are [CH2:1]([O:3][C:4]([C@@H:6]1[CH2:10][CH:9]([O:11][Si:12]([C:15]([CH3:18])([CH3:17])[CH3:16])([CH3:14])[CH3:13])[CH2:8][C@H:7]1[CH2:19]OS(C1C=CC(C)=CC=1)(=O)=O)=[O:5])[CH3:2].[F:31][C:32]1[CH:37]=[CH:36][C:35]([CH:38]2[CH2:43][CH2:42][NH:41][CH2:40][CH2:39]2)=[CH:34][CH:33]=1.[I-].[Na+].C(N(CC)CC)C. The catalyst is CN(C)C=O. The product is [CH2:1]([O:3][C:4]([C@@H:6]1[CH2:10][C@@H:9]([O:11][Si:12]([C:15]([CH3:16])([CH3:17])[CH3:18])([CH3:14])[CH3:13])[CH2:8][C@H:7]1[CH2:19][N:41]1[CH2:42][CH2:43][CH:38]([C:35]2[CH:34]=[CH:33][C:32]([F:31])=[CH:37][CH:36]=2)[CH2:39][CH2:40]1)=[O:5])[CH3:2]. The yield is 0.410. (8) The yield is 0.910. The reactants are [Cl:1][CH2:2][C:3]([C:5]1[CH:6]=[C:7]2[C:11](=[CH:12][CH:13]=1)[NH:10][C:9](=[O:14])[CH2:8]2)=O.FC(F)(F)C(O)=O.C([SiH](CC)CC)C. The catalyst is CCCCCC. The product is [Cl:1][CH2:2][CH2:3][C:5]1[CH:6]=[C:7]2[C:11](=[CH:12][CH:13]=1)[NH:10][C:9](=[O:14])[CH2:8]2. (9) The reactants are Cl[C:2]1[CH:3]=[C:4]([N:20](CC2C=CC(OC)=CC=2)[C:21]2[CH:26]=[CH:25][C:24]([CH3:27])=[CH:23][N:22]=2)[C:5]2[N:6]([C:8]([C:11]([NH:13][C:14]3[CH:19]=[CH:18][N:17]=[CH:16][CH:15]=3)=[O:12])=[CH:9][N:10]=2)[N:7]=1.[C@H:37]1([NH2:44])[CH2:42][CH2:41][C@H:40]([NH2:43])[CH2:39][CH2:38]1. The catalyst is C(Cl)Cl. The product is [NH2:43][C@H:40]1[CH2:41][CH2:42][C@H:37]([NH:44][C:2]2[CH:3]=[C:4]([NH:20][C:21]3[CH:26]=[CH:25][C:24]([CH3:27])=[CH:23][N:22]=3)[C:5]3[N:6]([C:8]([C:11]([NH:13][C:14]4[CH:19]=[CH:18][N:17]=[CH:16][CH:15]=4)=[O:12])=[CH:9][N:10]=3)[N:7]=2)[CH2:38][CH2:39]1. The yield is 0.485.